From a dataset of Full USPTO retrosynthesis dataset with 1.9M reactions from patents (1976-2016). Predict the reactants needed to synthesize the given product. (1) Given the product [Br:1][C:2]1[C:10]2[C:9]([Cl:11])=[N:8][CH:7]=[N:6][C:5]=2[N:4]([CH2:13][CH2:14][CH:15]2[CH2:16][CH2:17][N:18]([C:21]([O:23][C:24]([CH3:25])([CH3:27])[CH3:26])=[O:22])[CH2:19][CH2:20]2)[CH:3]=1, predict the reactants needed to synthesize it. The reactants are: [Br:1][C:2]1[C:10]2[C:5]([NH:6][CH:7]=[N:8][C:9]=2[Cl:11])=[N:4][CH:3]=1.O[CH2:13][CH2:14][CH:15]1[CH2:20][CH2:19][N:18]([C:21]([O:23][C:24]([CH3:27])([CH3:26])[CH3:25])=[O:22])[CH2:17][CH2:16]1.C1(P(C2C=CC=CC=2)C2C=CC=CC=2)C=CC=CC=1.CCOC(/N=N/C(OCC)=O)=O. (2) Given the product [CH2:26]([N:28]1[C:32]([C:14]2[CH:15]=[C:10]3[CH:9]=[C:8]([C:3]4[CH:4]=[N:5][CH:6]=[CH:7][C:2]=4[CH3:1])[NH:25][C:11]3=[N:12][CH:13]=2)=[CH:31][C:30]([C:41]2[CH:46]=[N:45][CH:44]=[CH:43][N:42]=2)=[N:29]1)[CH3:27], predict the reactants needed to synthesize it. The reactants are: [CH3:1][C:2]1[CH:7]=[CH:6][N:5]=[CH:4][C:3]=1[C:8]1[NH:25][C:11]2=[N:12][CH:13]=[C:14](B3OC(C)(C)C(C)(C)O3)[CH:15]=[C:10]2[CH:9]=1.[CH2:26]([N:28]1[C:32](OS(C(F)(F)F)(=O)=O)=[CH:31][C:30]([C:41]2[CH:46]=[N:45][CH:44]=[CH:43][N:42]=2)=[N:29]1)[CH3:27]. (3) The reactants are: [NH2:1][C:2]1[CH:3]=[C:4]([C:8]2[C:17]3[C:12](=[C:13]([C:18]([F:21])([F:20])[F:19])[CH:14]=[CH:15][CH:16]=3)[N:11]=[CH:10][C:9]=2[C:22]([C:24]2[CH:29]=[CH:28][CH:27]=[CH:26][CH:25]=2)=[O:23])[CH:5]=[CH:6][CH:7]=1.C[O:31][C:32](=[O:43])[CH:33]([C:35]1[CH:40]=[CH:39][C:38]([CH:41]=O)=[CH:37][CH:36]=1)[CH3:34]. Given the product [C:22]([C:9]1[CH:10]=[N:11][C:12]2[C:17]([C:8]=1[C:4]1[CH:3]=[C:2]([NH:1][CH2:41][C:38]3[CH:37]=[CH:36][C:35]([CH:33]([CH3:34])[C:32]([OH:43])=[O:31])=[CH:40][CH:39]=3)[CH:7]=[CH:6][CH:5]=1)=[CH:16][CH:15]=[CH:14][C:13]=2[C:18]([F:21])([F:19])[F:20])(=[O:23])[C:24]1[CH:25]=[CH:26][CH:27]=[CH:28][CH:29]=1, predict the reactants needed to synthesize it. (4) The reactants are: [Cl:1][C:2]1[CH:7]=[N:6][CH:5]=[C:4]([Cl:8])[N:3]=1.[Li+].[Cl-].I[C:12]1[CH:22]=[CH:21][C:15]([C:16]([O:18][CH2:19][CH3:20])=[O:17])=[CH:14][CH:13]=1.[NH4+].[Cl-]. Given the product [Cl:1][C:2]1[C:7]([C:12]2[CH:22]=[CH:21][C:15]([C:16]([O:18][CH2:19][CH3:20])=[O:17])=[CH:14][CH:13]=2)=[N:6][CH:5]=[C:4]([Cl:8])[N:3]=1, predict the reactants needed to synthesize it. (5) Given the product [C:1]([C:5]1[CH:12]=[CH:11][C:8]([CH2:9][NH:27][CH2:26][CH2:25][C:17]2[CH:18]=[C:19]([C:21]([F:22])([F:23])[F:24])[CH:20]=[C:15]([F:14])[CH:16]=2)=[CH:7][CH:6]=1)([CH3:4])([CH3:3])[CH3:2], predict the reactants needed to synthesize it. The reactants are: [C:1]([C:5]1[CH:12]=[CH:11][C:8]([CH:9]=O)=[CH:7][CH:6]=1)([CH3:4])([CH3:3])[CH3:2].Cl.[F:14][C:15]1[CH:16]=[C:17]([CH2:25][CH2:26][NH2:27])[CH:18]=[C:19]([C:21]([F:24])([F:23])[F:22])[CH:20]=1.C(=O)([O-])[O-].[K+].[K+].[BH4-].[Na+].Cl. (6) Given the product [CH3:27][C:24]1([CH3:28])[CH2:23][CH2:22][C:21]2[N:20]=[CH:19][N:18]=[C:17]([N:5]3[CH2:6][C:7]4[CH:12]=[C:11]([B:13]([OH:15])[OH:14])[CH:10]=[CH:9][C:8]=4[O:2][CH2:3][CH2:4]3)[C:26]=2[CH2:25]1, predict the reactants needed to synthesize it. The reactants are: Cl.[O:2]1[C:8]2[CH:9]=[CH:10][C:11]([B:13]([OH:15])[OH:14])=[CH:12][C:7]=2[CH2:6][NH:5][CH2:4][CH2:3]1.Cl[C:17]1[C:26]2[CH2:25][C:24]([CH3:28])([CH3:27])[CH2:23][CH2:22][C:21]=2[N:20]=[CH:19][N:18]=1.CCN(C(C)C)C(C)C.C(OCC)C.